Dataset: Reaction yield outcomes from USPTO patents with 853,638 reactions. Task: Predict the reaction yield, written as a fraction of the theoretical maximum amount of product (1.0 means a 100% yield; for example, 0.34 means a 34% yield). (1) The reactants are [Cl:1][C:2]1[N:7]=[N:6][C:5]([O:8][C:9]2[C:14]([CH3:15])=[CH:13][CH:12]=[CH:11][C:10]=2[CH:16]2[CH2:18][CH2:17]2)=[C:4]([OH:19])[CH:3]=1.CC(C)=O.C(=O)([O-])[O-].[K+].[K+].[N:30]1([C:36](Cl)=[O:37])[CH2:35][CH2:34][O:33][CH2:32][CH2:31]1. The catalyst is O. The product is [N:30]1([C:36]([O:19][C:4]2[CH:3]=[C:2]([Cl:1])[N:7]=[N:6][C:5]=2[O:8][C:9]2[C:14]([CH3:15])=[CH:13][CH:12]=[CH:11][C:10]=2[CH:16]2[CH2:18][CH2:17]2)=[O:37])[CH2:35][CH2:34][O:33][CH2:32][CH2:31]1. The yield is 0.990. (2) The reactants are [CH3:1][C:2]1[CH:7]=[CH:6][N:5]=[CH:4][C:3]=1[N:8]1[CH2:12][CH2:11][NH:10][C:9]1=[O:13].Br[C:15]1[S:19][C:18]2[CH:20]=[CH:21][C:22]([F:24])=[CH:23][C:17]=2[C:16]=1[CH3:25].N[C@@H]1CCCC[C@H]1N.C(=O)([O-])[O-].[K+].[K+]. The catalyst is [Cu](I)I.O1CCOCC1. The product is [F:24][C:22]1[CH:21]=[CH:20][C:18]2[S:19][C:15]([N:10]3[CH2:11][CH2:12][N:8]([C:3]4[CH:4]=[N:5][CH:6]=[CH:7][C:2]=4[CH3:1])[C:9]3=[O:13])=[C:16]([CH3:25])[C:17]=2[CH:23]=1. The yield is 0.605.